This data is from Reaction yield outcomes from USPTO patents with 853,638 reactions. The task is: Predict the reaction yield, written as a fraction of the theoretical maximum amount of product (1.0 means a 100% yield; for example, 0.34 means a 34% yield). The reactants are C([O:3][P:4]([C:9]([F:25])([F:24])[CH2:10][CH2:11][CH2:12][CH2:13][CH2:14][CH2:15][CH2:16][CH2:17][CH2:18][CH2:19][CH2:20][CH2:21][CH2:22][CH3:23])(=[O:8])[O:5]CC)C.C(Cl)Cl. No catalyst specified. The product is [F:25][C:9]([P:4](=[O:3])([OH:5])[OH:8])([F:24])[CH2:10][CH2:11][CH2:12][CH2:13][CH2:14][CH2:15][CH2:16][CH2:17][CH2:18][CH2:19][CH2:20][CH2:21][CH2:22][CH3:23]. The yield is 0.780.